From a dataset of Forward reaction prediction with 1.9M reactions from USPTO patents (1976-2016). Predict the product of the given reaction. (1) Given the reactants [NH:1]1[CH2:6][CH2:5][O:4][CH:3]([CH2:7][OH:8])[CH2:2]1.C(C1OC1)Cl.[CH2:14](NCCO)[C:15]1[CH:20]=[CH:19][CH:18]=[CH:17][CH:16]=1, predict the reaction product. The product is: [CH2:14]([N:1]1[CH2:6][CH2:5][O:4][CH:3]([CH2:7][OH:8])[CH2:2]1)[C:15]1[CH:20]=[CH:19][CH:18]=[CH:17][CH:16]=1. (2) Given the reactants [Br:1][C:2]1[CH:3]=[C:4]([CH:15]=[CH:16][CH:17]=1)[O:5][CH2:6][C:7]1[O:11][N:10]=[C:9]([C:12]([OH:14])=O)[CH:8]=1.C(N(CC)CC)C.Cl.C(N=C=NCCCN(C)C)C.ON1C2C=CC=CC=2N=N1.[O:47]1[CH2:51][CH2:50][CH:49]([CH2:52][NH2:53])[CH2:48]1, predict the reaction product. The product is: [O:47]1[CH2:51][CH2:50][CH:49]([CH2:52][NH:53][C:12]([C:9]2[CH:8]=[C:7]([CH2:6][O:5][C:4]3[CH:15]=[CH:16][CH:17]=[C:2]([Br:1])[CH:3]=3)[O:11][N:10]=2)=[O:14])[CH2:48]1. (3) Given the reactants [CH:1]1([CH:7]2[C:16]3[C:11](=[CH:12][C:13]([O:18][CH3:19])=[C:14]([OH:17])[CH:15]=3)[CH2:10][CH2:9][NH:8]2)[CH2:6][CH2:5][CH2:4][CH2:3][CH2:2]1.[C:20](OC(=O)C)(=[O:22])[CH3:21].C(N(CC)CC)C, predict the reaction product. The product is: [C:20]([N:8]1[CH2:9][CH2:10][C:11]2[C:16](=[CH:15][C:14]([OH:17])=[C:13]([O:18][CH3:19])[CH:12]=2)[CH:7]1[CH:1]1[CH2:2][CH2:3][CH2:4][CH2:5][CH2:6]1)(=[O:22])[CH3:21]. (4) Given the reactants Cl.[Cl:2][C:3]1[S:7][CH:6]=[N:5][C:4]=1[C:8]([NH2:10])=[NH:9].[Cl:11][C:12]1[CH:19]=[C:18]([F:20])[CH:17]=[CH:16][C:13]=1[CH:14]=O.[C:21]([O:27][CH2:28][CH3:29])(=[O:26])[CH2:22][C:23]([CH3:25])=O.C([O-])(=O)C.[Na+], predict the reaction product. The product is: [Cl:2][C:3]1[S:7][CH:6]=[N:5][C:4]=1[C:8]1[NH:10][C:23]([CH3:25])=[C:22]([C:21]([O:27][CH2:28][CH3:29])=[O:26])[CH:14]([C:13]2[CH:16]=[CH:17][C:18]([F:20])=[CH:19][C:12]=2[Cl:11])[N:9]=1. (5) Given the reactants [Cl:1][C:2]1[CH:3]=[C:4]([C:8]2[O:9][N:10]=[C:11]3[CH:16]=[CH:15][C:14]([C:17]([C:19]4[S:20][CH:21]=[C:22]([C:24]5[CH:29]=[CH:28][CH:27]=[CH:26][CH:25]=5)[N:23]=4)=[O:18])=[CH:13][C:12]=23)[CH:5]=[CH:6][CH:7]=1, predict the reaction product. The product is: [NH2:10][C:11]1[CH:16]=[CH:15][C:14]([C:17]([C:19]2[S:20][CH:21]=[C:22]([C:24]3[CH:29]=[CH:28][CH:27]=[CH:26][CH:25]=3)[N:23]=2)=[O:18])=[CH:13][C:12]=1[C:8](=[O:9])[C:4]1[CH:5]=[CH:6][CH:7]=[C:2]([Cl:1])[CH:3]=1. (6) Given the reactants Br[C:2]1[S:6][C:5]([NH:7][S:8]([CH3:11])(=[O:10])=[O:9])=[N:4][C:3]=1[CH2:12][CH:13]1[CH2:18][CH2:17][CH2:16][CH2:15][CH2:14]1.C([O-])([O-])=O.[Cs+].[Cs+].[C:25]([NH:29][S:30]([C:33]1[CH:38]=[CH:37][C:36](B2OC(C)(C)C(C)(C)O2)=[CH:35][C:34]=1[C:48]([F:51])([F:50])[F:49])(=[O:32])=[O:31])([CH3:28])([CH3:27])[CH3:26], predict the reaction product. The product is: [C:25]([NH:29][S:30]([C:33]1[CH:38]=[CH:37][C:36]([C:2]2[S:6][C:5]([NH:7][S:8]([CH3:11])(=[O:10])=[O:9])=[N:4][C:3]=2[CH2:12][CH:13]2[CH2:18][CH2:17][CH2:16][CH2:15][CH2:14]2)=[CH:35][C:34]=1[C:48]([F:51])([F:49])[F:50])(=[O:31])=[O:32])([CH3:28])([CH3:26])[CH3:27].